Dataset: Experimentally validated miRNA-target interactions with 360,000+ pairs, plus equal number of negative samples. Task: Binary Classification. Given a miRNA mature sequence and a target amino acid sequence, predict their likelihood of interaction. (1) The miRNA is hsa-miR-3926 with sequence UGGCCAAAAAGCAGGCAGAGA. The protein sequence of the target gene is MTPPPPGRAAPSAPRARVPGPPARLGLPLRLRLLLLLWAAAASAQGHLRSGPRIFAVWKGHVGQDRVDFGQTEPHTVLFHEPGSSSVWVGGRGKVYLFDFPEGKNASVRTVNIGSTKGSCLDKRDCENYITLLERRSEGLLACGTNARHPSCWNLVNGTVVPLGEMRGYAPFSPDENSLVLFEGDEVYSTIRKQEYNGKIPRFRRIRGESELYTSDTVMQNPQFIKATIVHQDQAYDDKIYYFFREDNPDKNPEAPLNVSRVAQLCRGDQGGESSLSVSKWNTFLKAMLVCSDAATNKNF.... Result: 1 (interaction). (2) The protein sequence of the target gene is MDLSLLWVLLPLVTMAWGQYGDYGYPYQQYHDYSDDGWVNLNRQGFSYQCPQGQVIVAVRSIFSKKEGSDRQWNYACMPTPQSLGEPTECWWEEINRAGMEWYQTCSNNGLVAGFQSRYFESVLDREWQFYCCRYSKRCPYSCWLTTEYPGHYGEEMDMISYNYDYYIRGATTTFSAVERDRQWKFIMCRMTEYDCEFANV. The miRNA is mmu-miR-6948-5p with sequence AGUUCAGACAGGACUGUGACAC. Result: 0 (no interaction). (3) The miRNA is hsa-miR-3136-3p with sequence UGGCCCAACCUAUUCAGUUAGU. The protein sequence of the target gene is MASLRRVKVLLVLNLIAVAGFVLFLAKCRPIAVRSGDAFHEIRPRAEVANLSAHSASPIQDAVLKRLSLLEDIVYRQLNGLSKSLGLIEGYGGRGKGGLPATLSPAEEEKAKGPHEKYGYNSYLSEKISLDRSIPDYRPTKCKELKYSKDLPQISIIFIFVNEALSVILRSVHSAVNHTPTHLLKEIILVDDNSDEEELKVPLEEYVHKRYPGLVKVVRNQKREGLIRARIEGWKVATGQVTGFFDAHVEFTAGWAEPVLSRIQENRKRVILPSIDNIKQDNFEVQRYENSAHGYSWELW.... Result: 0 (no interaction). (4) The miRNA is hsa-miR-6505-5p with sequence UUGGAAUAGGGGAUAUCUCAGC. The protein sequence of the target gene is MNIDDKLEGLFLKCGGIDEMQSSRTMVVMGGVSGQSTVSGELQDSVLQDRSMPHQEILAADEVLQESEMRQQDMISHDELMVHEETVKNDEEQMETHERLPQGLQYALNVPISVKQEITFTDVSEQLMRDKKQIREPVDLQKKKKRKQRSPAKILTINEDGSLGLKTPKSHVCEHCNAAFRTNYHLQRHVFIHTGEKPFQCSQCDMRFIQKYLLQRHEKIHTGEKPFRCDECGMRFIQKYHMERHKRTHSGEKPYQCEYCLQYFSRTDRVLKHKRMCHENHDKKLNRCAIKGGLLTSEED.... Result: 1 (interaction). (5) The miRNA is hsa-miR-4777-5p with sequence UUCUAGAUGAGAGAUAUAUAUA. The protein sequence of the target gene is MSDASLRSTSTMERLVARGTFPVLVRTSACRSLFGPVDHEELSRELQARLAELNAEDQNRWDYDFQQDMPLRGPGRLQWTEVDSDSVPAFYRETVQVGRCRLLLAPRPVAVAVAVSPPLEPAAESLDGLEEAPEQLPSVPVPAPASTPPPVPVLAPAPAPAPAPVAAPVAAPVAVAVLAPAPAPAPAPAPAPAPVAAPAPAPAPAPAPAPAPAPAPDAAPQESAEQGANQGQRGQEPLADQLHSGISGRPAAGTAAASANGAAIKKLSGPLISDFFAKRKRSAPEKSSGDVPAPCPSPSA.... Result: 0 (no interaction). (6) The miRNA is hsa-miR-1468-5p with sequence CUCCGUUUGCCUGUUUCGCUG. The protein sequence of the target gene is MFRQEQPLAEGSFAPMGSLQPDAGNSSWNGTEAPGGGTRATPYSLQVTLTLVCLAGLLMLFTVFGNVLVIIAVFTSRALKAPQNLFLVSLASADILVATLVIPFSLANEVMGYWYFGKVWCEIYLALDVLFCTSSIVHLCAISLDRYWSITQAIEYNLKRTPRRIKAIIVTVWVISAVISFPPLISIEKKGAGGGQQPAEPSCKINDQKWYVISSSIGSFFAPCLIMILVYVRIYQIAKRRTRVPPSRRGPDACSAPPGGADRRPNGLGPERGAGPTGAEAEPLPTQLNGAPGEPAPAGP.... Result: 0 (no interaction). (7) The miRNA is hsa-miR-6077 with sequence GGGAAGAGCUGUACGGCCUUC. The protein sequence of the target gene is MEIPKLLPARGTLQGGGGGGIPAGGGRVHRGPDSPAGQVPTRRLLLLRGPQDGGPGRRREEASTASRGPGPSLLAPRTDQPSGGGGGGGDDFFLVLLDPVGGDVETAGSGQAAGPVLREEAEEGPGLQGGESGANPAGPTALGPRCLSAVPTPAPISAPGPAAAFAGTVTIHNQDLLLRFENGVLTLATPPPHAWEPGAAPAQQPGCLIAPQAGFPHAAHPGDCPELPPDLLLAEPAEPAPAPAPEEEAEGPAAALGPRGPLGSGPGVVLYLCPEAQCGQTFAKKHQLKVHLLTHSSSQG.... Result: 1 (interaction). (8) The miRNA is mmu-miR-466i-3p with sequence AUACACACACACAUACACACUA. The protein sequence of the target gene is MAPRARRRRQLPAPLLALCVLLVPLQVTLQVTPPCTQERHYEHLGRCCSRCEPGKYLSSKCTPTSDSVCLPCGPDEYLDTWNEEDKCLLHKVCDAGKALVAVDPGNHTAPRRCACTAGYHWNSDCECCRRNTECAPGFGAQHPLQLNKDTVCTPCLLGFFSDVFSSTDKCKPWTNCTLLGKLEAHQGTTESDVVCSSSMTLRRPPKEAQAYLPSLIVLLLFISVVVVAAIIFGVYYRKGGKALTANLWNWVNDACSSLSGNKESSGDRCAGSHSATSSQQEVCEGILLMTREEKMVPEDG.... Result: 1 (interaction). (9) The miRNA is mmu-miR-3106-5p with sequence UGGCUCAUUUAGAAGCAGCCA. The protein sequence of the target gene is MAATASAGAGGIDGKPRTSPKSVKFLFGGLAGMGATVFVQPLDLVKNRMQLSGEGAKTREYKTSFHALTSILKAEGLRGIYTGLSAGLLRQATYTTTRLGIYTVLFERLTGADGTPPGFLLKAVIGMTAGATGAFVGTPAEVALIRMTADGRLPADQRRGYKNVFNALIRITREEGVLTLWRGCIPTMARAVVVNAAQLASYSQSKQFLLDSGYFSDNILCHFCASMISGLVTTAASMPVDIAKTRIQNMRMIDGKPEYKNGLDVLFKVVRYEGFFSLWKGFTPYYARLGPHTVLTFIFL.... Result: 0 (no interaction).